Dataset: Reaction yield outcomes from USPTO patents with 853,638 reactions. Task: Predict the reaction yield, written as a fraction of the theoretical maximum amount of product (1.0 means a 100% yield; for example, 0.34 means a 34% yield). (1) The reactants are [C:1]12([C:11]3[CH:12]=[C:13](Br)[CH:14]=[CH:15][C:16]=3[O:17][CH2:18][O:19][CH3:20])[CH2:10][CH:5]3[CH2:6][CH:7]([CH2:9][CH:3]([CH2:4]3)[CH2:2]1)[CH2:8]2.[CH:22]([C:24]1[CH:29]=[CH:28][C:27](B(O)O)=[CH:26][CH:25]=1)=[O:23].C(=O)([O-])[O-].[K+].[K+]. The catalyst is C1(C)C=CC=CC=1.CCO.O.C(OCC)(=O)C.C1C=CC([P]([Pd]([P](C2C=CC=CC=2)(C2C=CC=CC=2)C2C=CC=CC=2)([P](C2C=CC=CC=2)(C2C=CC=CC=2)C2C=CC=CC=2)[P](C2C=CC=CC=2)(C2C=CC=CC=2)C2C=CC=CC=2)(C2C=CC=CC=2)C2C=CC=CC=2)=CC=1. The product is [C:1]12([C:11]3[CH:12]=[C:13]([C:27]4[CH:28]=[CH:29][C:24]([CH:22]=[O:23])=[CH:25][CH:26]=4)[CH:14]=[CH:15][C:16]=3[O:17][CH2:18][O:19][CH3:20])[CH2:10][CH:5]3[CH2:6][CH:7]([CH2:9][CH:3]([CH2:4]3)[CH2:2]1)[CH2:8]2. The yield is 0.780. (2) The reactants are Br[C:2]1[C:7]([O:8][CH2:9][CH2:10][F:11])=[CH:6][CH:5]=[CH:4][N:3]=1.C([Li])CCC.CCCCCC.CON(C)[C:26]([CH:28]1[CH2:33][CH2:32][N:31]([C:34]([O:36][C:37]([CH3:40])([CH3:39])[CH3:38])=[O:35])[CH2:30][CH2:29]1)=[O:27]. The catalyst is C1COCC1. The product is [F:11][CH2:10][CH2:9][O:8][C:7]1[C:2]([C:26]([CH:28]2[CH2:33][CH2:32][N:31]([C:34]([O:36][C:37]([CH3:40])([CH3:39])[CH3:38])=[O:35])[CH2:30][CH2:29]2)=[O:27])=[N:3][CH:4]=[CH:5][CH:6]=1. The yield is 0.400. (3) The product is [CH3:1][C@H:2]([C@@:10]([OH:25])([C:17]1[CH:18]=[CH:19][C:20]([F:24])=[CH:21][C:22]=1[F:23])[CH2:11][N:12]1[N:16]=[CH:15][N:14]=[CH:13]1)[C:3]1[N:8]=[CH:7][N:6]=[CH:5][C:4]=1[F:9]. The catalyst is O. The yield is 0.863. The reactants are [CH3:1][C@H:2]([C@@:10]([OH:25])([C:17]1[CH:18]=[CH:19][C:20]([F:24])=[CH:21][C:22]=1[F:23])[CH2:11][N:12]1[N:16]=[CH:15][N:14]=[CH:13]1)[C:3]1[N:8]=[CH:7][N:6]=[CH:5][C:4]=1[F:9].[C@@]12(CS([O-])(=O)=O)C(C)(C)C(CC1)CC2=O.C([O-])([O-])=O.[Na+].[Na+]. (4) The reactants are [NH2:1][C@H:2]1[CH2:7][CH2:6][C@H:5]([OH:8])[CH2:4][CH2:3]1.C(=O)([O-])[O-].[Cs+].[Cs+].[CH2:15](Br)[C:16]1[CH:21]=[CH:20][CH:19]=[CH:18][CH:17]=1. The catalyst is C(#N)C. The product is [CH2:15]([N:1]([CH2:15][C:16]1[CH:21]=[CH:20][CH:19]=[CH:18][CH:17]=1)[C@H:2]1[CH2:7][CH2:6][C@H:5]([OH:8])[CH2:4][CH2:3]1)[C:16]1[CH:21]=[CH:20][CH:19]=[CH:18][CH:17]=1. The yield is 0.850. (5) The reactants are [NH2:1][C:2]1[CH:7]=[CH:6][C:5]([OH:8])=[CH:4][CH:3]=1.CC(C)([O-])C.[K+].Cl[C:16]1[CH:21]=[CH:20][N:19]=[C:18]([C:22](=[O:32])[NH:23][CH2:24][CH2:25][N:26]2[CH2:31][CH2:30][O:29][CH2:28][CH2:27]2)[CH:17]=1.C([O-])([O-])=O.[K+].[K+]. The catalyst is CN(C=O)C. The product is [N:26]1([CH2:25][CH2:24][NH:23][C:22]([C:18]2([O:8][C:5]3[CH:6]=[CH:7][C:2]([NH2:1])=[CH:3][CH:4]=3)[CH:17]=[CH:16][CH:21]=[CH:20][NH:19]2)=[O:32])[CH2:31][CH2:30][O:29][CH2:28][CH2:27]1. The yield is 0.650.